Dataset: KCNQ2 potassium channel screen with 302,405 compounds. Task: Binary Classification. Given a drug SMILES string, predict its activity (active/inactive) in a high-throughput screening assay against a specified biological target. (1) The drug is S1(=O)(=O)N(C(=O)c2c1cccc2)CC(=O)Nc1sc(nn1)CCC. The result is 0 (inactive). (2) The compound is S(=O)(=O)(N1CCC(CC1)C(=O)Nc1sc(nn1)c1ccc(F)cc1)c1ccc(cc1)C. The result is 0 (inactive). (3) The drug is Clc1c(S(=O)(=O)N2CCN(CC2)c2ccccc2)cc(OCC(=O)N)c(c1)C. The result is 0 (inactive). (4) The compound is O1c2c(OC1)ccc(NC(=O)Nc1c(ccc(c1)C(O)=O)C)c2. The result is 0 (inactive). (5) The molecule is O1CCN(CC1)c1ccc(Nc2c([N+]([O-])=O)ccc([N+]([O-])=O)c2)cc1. The result is 0 (inactive). (6) The compound is ON1C(Nc2c(C1=O)cccc2)c1c([nH]nc1)c1ccccc1. The result is 0 (inactive). (7) The molecule is S(=O)(=O)(N1CCCCC1)c1cc(NC(=O)CN2C(=O)C(NC2=O)(CC)c2ccc(F)cc2)ccc1. The result is 0 (inactive). (8) The compound is Oc1c(cc2c(c1)cccc2)C(=O)Nc1ccc(OCC)cc1. The result is 0 (inactive). (9) The compound is s1c(NC(=O)C(N2C(=O)C3C(CCCC3)C2=O)C)ncc1C. The result is 0 (inactive).